From a dataset of Full USPTO retrosynthesis dataset with 1.9M reactions from patents (1976-2016). Predict the reactants needed to synthesize the given product. (1) Given the product [CH3:1][N+:2]1([CH3:26])[C@@H:3]2[C@@H:9]3[O:10][C@@H:8]3[C@H:7]1[CH2:6][C@@H:5]([O:11][C:12]([C:14]([OH:25])([C:15]1[S:19][CH:18]=[CH:17][CH:16]=1)[C:20]1[S:24][CH:23]=[CH:22][CH:21]=1)=[O:13])[CH2:4]2.[C:38]([CH:36]([CH:34]([C:33]([O-:42])=[O:41])[OH:35])[OH:37])([O-:40])=[O:39].[CH3:1][N+:2]1([CH3:26])[C@@H:3]2[C@@H:9]3[O:10][C@@H:8]3[C@H:7]1[CH2:6][C@@H:5]([O:11][C:12]([C:14]([OH:25])([C:15]1[S:19][CH:18]=[CH:17][CH:16]=1)[C:20]1[S:24][CH:23]=[CH:22][CH:21]=1)=[O:13])[CH2:4]2, predict the reactants needed to synthesize it. The reactants are: [CH3:1][N+:2]1([CH3:26])[C@@H:7]2[C@@H:8]3[O:10][C@@H:9]3[C@H:3]1[CH2:4][C@@H:5]([O:11][C:12]([C:14]([OH:25])([C:20]1[S:24][CH:23]=[CH:22][CH:21]=1)[C:15]1[S:19][CH:18]=[CH:17][CH:16]=1)=[O:13])[CH2:6]2.O.[Br-].C(=O)(O)[O-].[C:33]([OH:42])(=[O:41])[C@H:34]([C@@H:36]([C:38]([OH:40])=[O:39])[OH:37])[OH:35]. (2) Given the product [F:33][C:15]1[C:16]2[N:24]([C:25]3[CH:30]=[CH:29][C:28]([I:31])=[CH:27][C:26]=3[F:32])[C:6](=[O:7])[NH:23][C:17]=2[C:18]2[O:22][CH:21]=[CH:20][C:19]=2[C:14]=1[F:13], predict the reactants needed to synthesize it. The reactants are: C1N=CN([C:6](N2C=NC=C2)=[O:7])C=1.[F:13][C:14]1[C:19]2[CH:20]=[CH:21][O:22][C:18]=2[C:17]([NH2:23])=[C:16]([NH:24][C:25]2[CH:30]=[CH:29][C:28]([I:31])=[CH:27][C:26]=2[F:32])[C:15]=1[F:33].O. (3) Given the product [CH3:11][C:12]1[C:16]([S:17]([O-:19])=[O:18])=[C:15]([CH3:21])[O:14][N:13]=1.[Na+:5], predict the reactants needed to synthesize it. The reactants are: S([O-])([O-])=O.[Na+:5].[Na+].CC(C)=O.[CH3:11][C:12]1[C:16]([S:17](Cl)(=[O:19])=[O:18])=[C:15]([CH3:21])[O:14][N:13]=1.C(=O)([O-])[O-].[Na+].[Na+].